This data is from Reaction yield outcomes from USPTO patents with 853,638 reactions. The task is: Predict the reaction yield, written as a fraction of the theoretical maximum amount of product (1.0 means a 100% yield; for example, 0.34 means a 34% yield). (1) The reactants are [CH2:1]([N:8]1[C:12](=[O:13])[C:11]2([C:22]3[C:17](=[CH:18][CH:19]=[C:20]([Br:23])[CH:21]=3)[O:16][CH:15](C3C=CC=CC=3)[CH2:14]2)[N:10]=[C:9]1SCC1C=CC=CC=1)[C:2]1[CH:7]=[CH:6][CH:5]=[CH:4][CH:3]=1.[NH4+:38].[I-].N.CO. The catalyst is CO.CCO. The product is [NH2:38][C:9]1[N:8]([CH2:1][C:2]2[CH:7]=[CH:6][CH:5]=[CH:4][CH:3]=2)[C:12](=[O:13])[C:11]2([C:22]3[C:17](=[CH:18][CH:19]=[C:20]([Br:23])[CH:21]=3)[O:16][CH:15]([C:2]3[CH:7]=[CH:6][CH:5]=[CH:4][CH:3]=3)[CH2:14]2)[N:10]=1. The yield is 0.340. (2) The reactants are C([Sn]1(CCCC)[O:14][CH2:13][C:8]2([CH2:12][CH:11]=[CH:10][CH2:9]2)[CH2:7][O:6]1)CCC.[CH2:19]([C:21]1([CH2:28][CH3:29])[CH2:26][O:25][C:24](=S)[O:23][CH2:22]1)[CH3:20]. No catalyst specified. The product is [CH2:19]([C:21]1([CH2:28][CH3:29])[CH2:26][O:25][C:24]2([O:6][CH2:7][C:8]3([CH:9]=[CH:10][CH2:11][CH2:12]3)[CH2:13][O:14]2)[O:23][CH2:22]1)[CH3:20]. The yield is 0.720. (3) The reactants are [Br:1][C:2]1[CH:3]=[C:4]([CH:7]=[CH:8][C:9]=1[O:10][CH3:11])[CH:5]=O.N1CCCC1.[NH:17]1[C:25]2[C:20](=[CH:21][CH:22]=[CH:23][CH:24]=2)[CH2:19][C:18]1=[O:26].Cl. The catalyst is CN(C)C=O. The product is [Br:1][C:2]1[CH:3]=[C:4]([CH:7]=[CH:8][C:9]=1[O:10][CH3:11])[CH:5]=[C:19]1[C:20]2[C:25](=[CH:24][CH:23]=[CH:22][CH:21]=2)[NH:17][C:18]1=[O:26]. The yield is 0.420.